Task: Predict the reaction yield, written as a fraction of the theoretical maximum amount of product (1.0 means a 100% yield; for example, 0.34 means a 34% yield).. Dataset: Reaction yield outcomes from USPTO patents with 853,638 reactions The reactants are [CH3:1][O:2][C:3](=[O:18])[C:4]([CH3:17])([CH3:16])[CH:5]([CH:13]1[CH2:15][CH2:14]1)[NH:6]S(C(C)(C)C)=O.[ClH:19].O1CCOCC1. The catalyst is CO. The product is [ClH:19].[CH3:1][O:2][C:3](=[O:18])[C:4]([CH3:16])([CH3:17])[CH:5]([NH2:6])[CH:13]1[CH2:15][CH2:14]1. The yield is 0.940.